This data is from Catalyst prediction with 721,799 reactions and 888 catalyst types from USPTO. The task is: Predict which catalyst facilitates the given reaction. (1) Reactant: [BH4-].[Na+].[Si:3]([O:10][C@@H:11]([C@@H:38]([CH3:85])/[CH:39]=[CH:40]\[C@@H:41]([O:77][Si:78]([C:81]([CH3:84])([CH3:83])[CH3:82])([CH3:80])[CH3:79])[CH2:42][C@H:43]([O:69][Si:70]([C:73]([CH3:76])([CH3:75])[CH3:74])([CH3:72])[CH3:71])[C@H:44]([CH3:68])/[CH:45]=[CH:46]/[CH2:47][O:48][C:49]([C:62]1[CH:67]=[CH:66][CH:65]=[CH:64][CH:63]=1)([C:56]1[CH:61]=[CH:60][CH:59]=[CH:58][CH:57]=1)[C:50]1[CH:55]=[CH:54][CH:53]=[CH:52][CH:51]=1)[C@@H:12]([CH3:37])[CH2:13][C@@H:14]([CH3:36])/[CH:15]=[CH:16]/[C:17](=[O:35])[C@@H:18]([C@@H:20]1[C@@H:25]([CH3:26])[CH2:24][O:23][CH:22]([C:27]2[CH:32]=[CH:31][C:30]([O:33][CH3:34])=[CH:29][CH:28]=2)[O:21]1)[CH3:19])([C:6]([CH3:9])([CH3:8])[CH3:7])([CH3:5])[CH3:4]. Product: [Si:3]([O:10][C@@H:11]([C@@H:38]([CH3:85])/[CH:39]=[CH:40]\[C@@H:41]([O:77][Si:78]([C:81]([CH3:84])([CH3:82])[CH3:83])([CH3:80])[CH3:79])[CH2:42][C@H:43]([O:69][Si:70]([C:73]([CH3:76])([CH3:75])[CH3:74])([CH3:71])[CH3:72])[C@H:44]([CH3:68])/[CH:45]=[CH:46]/[CH2:47][O:48][C:49]([C:50]1[CH:55]=[CH:54][CH:53]=[CH:52][CH:51]=1)([C:62]1[CH:67]=[CH:66][CH:65]=[CH:64][CH:63]=1)[C:56]1[CH:57]=[CH:58][CH:59]=[CH:60][CH:61]=1)[C@@H:12]([CH3:37])[CH2:13][C@@H:14]([CH3:36])[CH2:15][CH2:16][C:17](=[O:35])[C@@H:18]([C@@H:20]1[C@@H:25]([CH3:26])[CH2:24][O:23][CH:22]([C:27]2[CH:28]=[CH:29][C:30]([O:33][CH3:34])=[CH:31][CH:32]=2)[O:21]1)[CH3:19])([C:6]([CH3:7])([CH3:8])[CH3:9])([CH3:4])[CH3:5]. The catalyst class is: 92. (2) Reactant: Cl[C:2]1[N:3]=[C:4]([N:22]2[CH2:27][CH2:26][O:25][CH2:24][CH2:23]2)[C:5]2[CH:10]=[C:9]([CH2:11][N:12]3[CH2:17][CH2:16][N:15]([S:18]([CH3:21])(=[O:20])=[O:19])[CH2:14][CH2:13]3)[S:8][C:6]=2[N:7]=1.[CH3:28][S-:29].[Na+]. Product: [CH3:21][S:18]([N:15]1[CH2:16][CH2:17][N:12]([CH2:11][C:9]2[S:8][C:6]3[N:7]=[C:2]([S:29][CH3:28])[N:3]=[C:4]([N:22]4[CH2:27][CH2:26][O:25][CH2:24][CH2:23]4)[C:5]=3[CH:10]=2)[CH2:13][CH2:14]1)(=[O:20])=[O:19]. The catalyst class is: 3. (3) Reactant: [OH:1][C:2]1[N:7]([C:8]2[CH:13]=[CH:12][CH:11]=[C:10]([C:14]([F:17])([F:16])[F:15])[CH:9]=2)[C:6](=[O:18])[N:5]([CH2:19][C:20]2[CH:25]=[CH:24][CH:23]=[CH:22][CH:21]=2)[C:4](=[O:26])[C:3]=1[C:27](OCC)=[O:28].C1CCN2C(=NCCC2)CC1.[NH2:43][CH2:44][C:45]([OH:47])=[O:46]. Product: [OH:1][C:2]1[N:7]([C:8]2[CH:13]=[CH:12][CH:11]=[C:10]([C:14]([F:15])([F:16])[F:17])[CH:9]=2)[C:6](=[O:18])[N:5]([CH2:19][C:20]2[CH:21]=[CH:22][CH:23]=[CH:24][CH:25]=2)[C:4](=[O:26])[C:3]=1[C:27]([NH:43][CH2:44][C:45]([OH:47])=[O:46])=[O:28]. The catalyst class is: 361. (4) Reactant: [Cl:1][C:2]1[CH:7]=[CH:6][C:5]([CH2:8][C:9]#[N:10])=[C:4]([F:11])[CH:3]=1.[Br:12][C:13]1[CH:14]=[C:15]([CH:18]=[CH:19][CH:20]=1)[CH:16]=O.C[O-].[Na+]. Product: [Br:12][C:13]1[CH:14]=[C:15](/[CH:16]=[C:8](/[C:5]2[CH:6]=[CH:7][C:2]([Cl:1])=[CH:3][C:4]=2[F:11])\[C:9]#[N:10])[CH:18]=[CH:19][CH:20]=1. The catalyst class is: 5. (5) Reactant: [Cl:1][C:2]1[N:3]([C:16]2[CH:21]=[CH:20][CH:19]=[CH:18][CH:17]=2)[C:4]2[C:9]([C:10]=1[C:11](O)=[O:12])=[CH:8][C:7]([O:14][CH3:15])=[CH:6][CH:5]=2.[N:22]1([C:28]([O:30][C:31]([CH3:34])([CH3:33])[CH3:32])=[O:29])[CH2:27][CH2:26][NH:25][CH2:24][CH2:23]1.C(Cl)CCl.C1C=NC2N(O)N=NC=2C=1.CN1CCOCC1. Product: [C:31]([O:30][C:28]([N:22]1[CH2:27][CH2:26][N:25]([C:11]([C:10]2[C:9]3[C:4](=[CH:5][CH:6]=[C:7]([O:14][CH3:15])[CH:8]=3)[N:3]([C:16]3[CH:21]=[CH:20][CH:19]=[CH:18][CH:17]=3)[C:2]=2[Cl:1])=[O:12])[CH2:24][CH2:23]1)=[O:29])([CH3:34])([CH3:32])[CH3:33]. The catalyst class is: 3. (6) Reactant: [Br:1][C:2]1[CH:7]=[CH:6][C:5]([NH:8][C:9](=[O:15])[O:10][C:11]([CH3:14])([CH3:13])[CH3:12])=[CH:4][CH:3]=1.[CH2:16](Br)[C:17]1[CH:22]=[CH:21][CH:20]=[CH:19][CH:18]=1.[H-].[Na+]. Product: [CH2:16]([N:8]([C:5]1[CH:4]=[CH:3][C:2]([Br:1])=[CH:7][CH:6]=1)[C:9](=[O:15])[O:10][C:11]([CH3:12])([CH3:14])[CH3:13])[C:17]1[CH:22]=[CH:21][CH:20]=[CH:19][CH:18]=1. The catalyst class is: 7. (7) Reactant: I[C:2]1[CH:3]=[CH:4][C:5]2[N:6]([CH:8]=[C:9]([NH:11][C:12]([CH:14]3[CH2:16][CH2:15]3)=[O:13])[N:10]=2)[N:7]=1.[OH:17][C:18]1[CH:19]=[C:20]([CH:25]=[CH:26][CH:27]=1)[C:21]([O:23][CH3:24])=[O:22].C(=O)([O-])[O-].[K+].[K+]. Product: [CH:14]1([C:12]([NH:11][C:9]2[N:10]=[C:5]3[CH:4]=[CH:3][C:2]([O:17][C:18]4[CH:19]=[C:20]([CH:25]=[CH:26][CH:27]=4)[C:21]([O:23][CH3:24])=[O:22])=[N:7][N:6]3[CH:8]=2)=[O:13])[CH2:16][CH2:15]1. The catalyst class is: 9. (8) Reactant: [CH2:1]([N:3]1[C:8](=[O:9])[C:7]([NH:10][C:11]2[CH:12]=[N:13][CH:14]=[CH:15][CH:16]=2)=[C:6]([C:17]([O:19][CH2:20]Cl)=[O:18])[C:5]([C:22]2[CH:27]=[CH:26][CH:25]=[CH:24][CH:23]=2)=[N:4]1)[CH3:2].[I-:28].[Na+]. Product: [CH2:1]([N:3]1[C:8](=[O:9])[C:7]([NH:10][C:11]2[CH:12]=[N:13][CH:14]=[CH:15][CH:16]=2)=[C:6]([C:17]([O:19][CH2:20][I:28])=[O:18])[C:5]([C:22]2[CH:27]=[CH:26][CH:25]=[CH:24][CH:23]=2)=[N:4]1)[CH3:2]. The catalyst class is: 21. (9) Reactant: C([O:3][C:4](=[O:25])[CH2:5][C:6]1[C:10]2[CH:11]=[CH:12][C:13]([O:15][CH2:16][C:17]3[CH:22]=[CH:21][C:20]([Cl:23])=[CH:19][C:18]=3[Cl:24])=[CH:14][C:9]=2[S:8][CH:7]=1)C.CO.C1COCC1.O.[OH-].[Li+]. Product: [Cl:24][C:18]1[CH:19]=[C:20]([Cl:23])[CH:21]=[CH:22][C:17]=1[CH2:16][O:15][C:13]1[CH:12]=[CH:11][C:10]2[C:6]([CH2:5][C:4]([OH:25])=[O:3])=[CH:7][S:8][C:9]=2[CH:14]=1. The catalyst class is: 6. (10) Reactant: [NH2:1][C:2]1[N:7]=[C:6]([C:8]([O:10][CH2:11][CH3:12])=[O:9])[CH:5]=[CH:4][CH:3]=1.C(=O)([O-])[O-].[Na+].[Na+].Cl[CH2:20][CH:21]=O. Product: [N:1]1[CH:20]=[CH:21][N:7]2[C:6]([C:8]([O:10][CH2:11][CH3:12])=[O:9])=[CH:5][CH:4]=[CH:3][C:2]=12. The catalyst class is: 8.